Predict the product of the given reaction. From a dataset of Forward reaction prediction with 1.9M reactions from USPTO patents (1976-2016). (1) Given the reactants [F:1][C:2]1[CH:27]=[CH:26][CH:25]=[C:24]([F:28])[C:3]=1[C:4]([NH:6][C:7]1[S:8][C:9]([C:14]2[CH:19]=[CH:18][CH:17]=[C:16]([C:20]([F:23])([F:22])[F:21])[CH:15]=2)=[C:10]([CH:12]=O)[N:11]=1)=[O:5].[CH3:29][NH2:30].S([CH2:41][N+:42]#[C-:43])(C1C=CC(C)=CC=1)(=O)=O.C([O-])([O-])=O.[K+].[K+], predict the reaction product. The product is: [F:1][C:2]1[CH:27]=[CH:26][CH:25]=[C:24]([F:28])[C:3]=1[C:4]([NH:6][C:7]1[S:8][C:9]([C:14]2[CH:19]=[CH:18][CH:17]=[C:16]([C:20]([F:23])([F:22])[F:21])[CH:15]=2)=[C:10]([C:12]2[N:30]([CH3:29])[CH:41]=[N:42][CH:43]=2)[N:11]=1)=[O:5]. (2) Given the reactants [Si:1]([O:18][CH2:19][C:20]1[C:21]([O:28][CH3:29])=[N:22][C:23]([CH:26]=C)=[N:24][CH:25]=1)([C:14]([CH3:17])([CH3:16])[CH3:15])([C:8]1[CH:13]=[CH:12][CH:11]=[CH:10][CH:9]=1)[C:2]1[CH:7]=[CH:6][CH:5]=[CH:4][CH:3]=1.[O:30]=[O+][O-], predict the reaction product. The product is: [Si:1]([O:18][CH2:19][C:20]1[C:21]([O:28][CH3:29])=[N:22][C:23]([CH:26]=[O:30])=[N:24][CH:25]=1)([C:14]([CH3:15])([CH3:17])[CH3:16])([C:2]1[CH:7]=[CH:6][CH:5]=[CH:4][CH:3]=1)[C:8]1[CH:13]=[CH:12][CH:11]=[CH:10][CH:9]=1. (3) Given the reactants [CH2:1]([C:3]1[N:8]=[C:7]([S:9]([CH3:12])(=[O:11])=[O:10])[N:6]=[C:5]([C:13]([OH:15])=[O:14])[CH:4]=1)[CH3:2].[CH2:16](OC(C1C=C(CCC)N=C(SC)N=1)=O)C, predict the reaction product. The product is: [CH3:12][S:9]([C:7]1[N:6]=[C:5]([C:13]([OH:15])=[O:14])[CH:4]=[C:3]([CH2:1][CH2:2][CH3:16])[N:8]=1)(=[O:11])=[O:10]. (4) Given the reactants [CH3:1][N:2]([CH3:31])[C:3](=[O:30])[CH2:4][N:5]1[C:14]2[C:9](=[N:10][CH:11]=[C:12]([CH2:15][C:16]3[CH:21]=[CH:20][C:19]([F:22])=[CH:18][CH:17]=3)[CH:13]=2)[C:8]([OH:23])=[C:7]([C:24](OCC)=[O:25])[C:6]1=[O:29].[NH2:32][CH2:33][C@H:34]([OH:36])[CH3:35].[OH-].[Na+:38], predict the reaction product. The product is: [CH3:1][N:2]([CH3:31])[C:3](=[O:30])[CH2:4][N:5]1[C:14]2[C:9](=[N:10][CH:11]=[C:12]([CH2:15][C:16]3[CH:17]=[CH:18][C:19]([F:22])=[CH:20][CH:21]=3)[CH:13]=2)[C:8]([O-:23])=[C:7]([C:24]([NH:32][CH2:33][C@H:34]([OH:36])[CH3:35])=[O:25])[C:6]1=[O:29].[Na+:38].